Dataset: Forward reaction prediction with 1.9M reactions from USPTO patents (1976-2016). Task: Predict the product of the given reaction. (1) The product is: [CH2:26]([O:25][CH:7]([OH:1])[C:6]([C:9]1[CH:10]=[C:11]([NH:15][S:16]([C:19]2[CH:24]=[CH:23][CH:22]=[CH:21][CH:20]=2)(=[O:18])=[O:17])[CH:12]=[CH:13][CH:14]=1)=[O:8])[CH3:27]. Given the reactants [OH2:1].C.[Se](=O)=O.[C:6]([C:9]1[CH:10]=[C:11]([NH:15][S:16]([C:19]2[CH:24]=[CH:23][CH:22]=[CH:21][CH:20]=2)(=[O:18])=[O:17])[CH:12]=[CH:13][CH:14]=1)(=[O:8])[CH3:7].[O:25]1CCO[CH2:27][CH2:26]1, predict the reaction product. (2) The product is: [F:23][C:24]([F:37])([F:38])[C:25]1[CH:26]=[C:27]([CH2:28][O:22][C@@H:10]2[CH2:9][CH2:8][C@@H:7]3[N:12]([CH2:13][CH:14]=[CH2:15])[C@@:11]2([C:16]2[CH:21]=[CH:20][CH:19]=[CH:18][CH:17]=2)[C@@H:5]([C:3]#[N:4])[CH2:6]3)[CH:30]=[C:31]([C:33]([F:34])([F:35])[F:36])[CH:32]=1. Given the reactants [H-].[Na+].[C:3]([CH:5]1[C:11]2([C:16]3[CH:21]=[CH:20][CH:19]=[CH:18][CH:17]=3)[N:12]([CH2:13][CH:14]=[CH2:15])[CH:7]([CH2:8][CH2:9][CH:10]2[OH:22])[CH2:6]1)#[N:4].[F:23][C:24]([F:38])([F:37])[C:25]1[CH:26]=[C:27]([CH:30]=[C:31]([C:33]([F:36])([F:35])[F:34])[CH:32]=1)[CH2:28]Br.C1OCCOCCOCCOCCOCCOC1, predict the reaction product. (3) Given the reactants [C:1]([O:5][C:6]([N:8]1[CH2:13][CH2:12][C@@H:11]([NH:14][S:15]([CH:18]([CH3:20])[CH3:19])(=[O:17])=[O:16])[C@H:10]([C:21]2[CH:26]=[CH:25][C:24](I)=[CH:23][CH:22]=2)[CH2:9]1)=[O:7])([CH3:4])([CH3:3])[CH3:2].[C:28]1(B(O)O)[CH:33]=[CH:32][CH:31]=[CH:30][CH:29]=1.C([O-])([O-])=O.[Na+].[Na+].C(O)C, predict the reaction product. The product is: [C:1]([O:5][C:6]([N:8]1[CH2:13][CH2:12][C@@H:11]([NH:14][S:15]([CH:18]([CH3:20])[CH3:19])(=[O:17])=[O:16])[C@H:10]([C:21]2[CH:26]=[CH:25][C:24]([C:28]3[CH:33]=[CH:32][CH:31]=[CH:30][CH:29]=3)=[CH:23][CH:22]=2)[CH2:9]1)=[O:7])([CH3:4])([CH3:3])[CH3:2]. (4) Given the reactants [Br:1][C:2]1[CH:3]=[CH:4][C:5](Cl)=[N:6][CH:7]=1.[CH2:9]([CH2:11][NH2:12])[OH:10], predict the reaction product. The product is: [Br:1][C:2]1[CH:3]=[CH:4][C:5]([NH:12][CH2:11][CH2:9][OH:10])=[N:6][CH:7]=1. (5) Given the reactants [CH3:1][N:2]1[CH2:7][CH2:6][N:5]([C:8]([O:10][C@@H:11]2[N:20]([C:21]3[CH:26]=[CH:25][C:24]([Cl:27])=[CH:23][N:22]=3)[C:18](=[O:19])[C:17]3[C:12]2=[N:13][CH:14]=[CH:15][N:16]=3)=[O:9])[CH2:4][CH2:3]1.C([O-])(=O)[C@@H](CC([O-])=O)O.O.C([O-])([O-])=O.[K+].[K+], predict the reaction product. The product is: [CH3:1][N:2]1[CH2:7][CH2:6][N:5]([C:8]([O:10][C@@H:11]2[N:20]([C:21]3[CH:26]=[CH:25][C:24]([Cl:27])=[CH:23][N:22]=3)[C:18](=[O:19])[C:17]3[C:12]2=[N:13][CH:14]=[CH:15][N:16]=3)=[O:9])[CH2:4][CH2:3]1. (6) Given the reactants [N:1]1([CH2:7][C:8]2[C:16]([C:17]([F:20])([F:19])[F:18])=[CH:15][C:11]([C:12](O)=[O:13])=[C:10]([O:21][CH2:22][C:23]3[CH:28]=[CH:27][CH:26]=[CH:25][CH:24]=3)[CH:9]=2)[CH2:6][CH2:5][O:4][CH2:3][CH2:2]1.C(N(C(C)C)CC)(C)C.[NH2:38][C:39]1[CH:40]=[N:41][CH:42]=[CH:43][CH:44]=1.ON1C2N=CC=CC=2N=N1.C(Cl)CCl, predict the reaction product. The product is: [CH2:22]([O:21][C:10]1[CH:9]=[C:8]([CH2:7][N:1]2[CH2:6][CH2:5][O:4][CH2:3][CH2:2]2)[C:16]([C:17]([F:20])([F:19])[F:18])=[CH:15][C:11]=1[C:12]([NH:38][C:39]1[CH:40]=[N:41][CH:42]=[CH:43][CH:44]=1)=[O:13])[C:23]1[CH:28]=[CH:27][CH:26]=[CH:25][CH:24]=1. (7) Given the reactants [Cl:1][C:2]1[CH:7]=[CH:6][C:5]([C:8]([CH3:13])([CH3:12])[C:9]([OH:11])=O)=[CH:4][CH:3]=1.[NH2:14][CH2:15][CH2:16][CH2:17][N:18]1[CH2:23][CH2:22][CH:21]([C:24]2[CH:25]=[C:26]([NH:30][C:31]([CH:33]3[CH2:35][CH2:34]3)=[O:32])[CH:27]=[CH:28][CH:29]=2)[CH2:20][CH2:19]1, predict the reaction product. The product is: [Cl:1][C:2]1[CH:3]=[CH:4][C:5]([C:8]([CH3:13])([CH3:12])[C:9]([NH:14][CH2:15][CH2:16][CH2:17][N:18]2[CH2:23][CH2:22][CH:21]([C:24]3[CH:25]=[C:26]([NH:30][C:31]([CH:33]4[CH2:35][CH2:34]4)=[O:32])[CH:27]=[CH:28][CH:29]=3)[CH2:20][CH2:19]2)=[O:11])=[CH:6][CH:7]=1. (8) Given the reactants [C:1]([SiH2:5][O:6][C:7]([CH3:27])([CH3:26])[C:8]1[O:12][C:11]([CH2:13][N:14]2C(=O)C3C(=CC=CC=3)C2=O)=[N:10][C:9]=1[CH3:25])([CH3:4])([CH3:3])[CH3:2].O.NN, predict the reaction product. The product is: [NH2:14][CH2:13][C:11]1[O:12][C:8]([C:7]([CH3:27])([CH3:26])[O:6][SiH2:5][C:1]([CH3:4])([CH3:3])[CH3:2])=[C:9]([CH3:25])[N:10]=1.